This data is from Full USPTO retrosynthesis dataset with 1.9M reactions from patents (1976-2016). The task is: Predict the reactants needed to synthesize the given product. Given the product [CH:1]1([C:4]2[O:8][C:7]([CH2:9][O:10][CH3:11])=[N:6][C:5]=2[CH2:12][C:13]([OH:15])=[O:14])[CH2:2][CH2:3]1, predict the reactants needed to synthesize it. The reactants are: [CH:1]1([C:4]2[O:8][C:7]([CH2:9][O:10][CH3:11])=[N:6][C:5]=2[CH2:12][C:13]([O:15]CC)=[O:14])[CH2:3][CH2:2]1.Cl.